Regression. Given two drug SMILES strings and cell line genomic features, predict the synergy score measuring deviation from expected non-interaction effect. From a dataset of NCI-60 drug combinations with 297,098 pairs across 59 cell lines. (1) Drug 2: C1=CN(C=N1)CC(O)(P(=O)(O)O)P(=O)(O)O. Drug 1: CNC(=O)C1=NC=CC(=C1)OC2=CC=C(C=C2)NC(=O)NC3=CC(=C(C=C3)Cl)C(F)(F)F. Cell line: SK-OV-3. Synergy scores: CSS=-0.356, Synergy_ZIP=0.401, Synergy_Bliss=0.138, Synergy_Loewe=-5.70, Synergy_HSA=-2.93. (2) Cell line: HOP-92. Synergy scores: CSS=2.64, Synergy_ZIP=1.01, Synergy_Bliss=3.00, Synergy_Loewe=-0.515, Synergy_HSA=-0.710. Drug 2: C1=NNC2=C1C(=O)NC=N2. Drug 1: C1CCN(CC1)CCOC2=CC=C(C=C2)C(=O)C3=C(SC4=C3C=CC(=C4)O)C5=CC=C(C=C5)O. (3) Drug 1: CC(C1=C(C=CC(=C1Cl)F)Cl)OC2=C(N=CC(=C2)C3=CN(N=C3)C4CCNCC4)N. Drug 2: CN(CCCl)CCCl.Cl. Cell line: U251. Synergy scores: CSS=14.4, Synergy_ZIP=-3.71, Synergy_Bliss=-2.87, Synergy_Loewe=-3.04, Synergy_HSA=-3.15. (4) Drug 1: CCCCCOC(=O)NC1=NC(=O)N(C=C1F)C2C(C(C(O2)C)O)O. Drug 2: CS(=O)(=O)CCNCC1=CC=C(O1)C2=CC3=C(C=C2)N=CN=C3NC4=CC(=C(C=C4)OCC5=CC(=CC=C5)F)Cl. Cell line: KM12. Synergy scores: CSS=-4.26, Synergy_ZIP=1.76, Synergy_Bliss=-0.997, Synergy_Loewe=-3.57, Synergy_HSA=-3.51. (5) Synergy scores: CSS=-2.62, Synergy_ZIP=2.86, Synergy_Bliss=2.62, Synergy_Loewe=-3.95, Synergy_HSA=-3.87. Drug 1: CC1C(C(CC(O1)OC2CC(CC3=C2C(=C4C(=C3O)C(=O)C5=C(C4=O)C(=CC=C5)OC)O)(C(=O)CO)O)N)O.Cl. Drug 2: CC12CCC3C(C1CCC2OP(=O)(O)O)CCC4=C3C=CC(=C4)OC(=O)N(CCCl)CCCl.[Na+]. Cell line: NCI/ADR-RES. (6) Drug 1: CC1=C(C(=O)C2=C(C1=O)N3CC4C(C3(C2COC(=O)N)OC)N4)N. Drug 2: COC1=C2C(=CC3=C1OC=C3)C=CC(=O)O2. Cell line: MOLT-4. Synergy scores: CSS=63.6, Synergy_ZIP=-1.30, Synergy_Bliss=-2.08, Synergy_Loewe=-45.0, Synergy_HSA=-3.70. (7) Drug 1: C1CC(C1)(C(=O)O)C(=O)O.[NH2-].[NH2-].[Pt+2]. Drug 2: CC1=C(C=C(C=C1)NC(=O)C2=CC=C(C=C2)CN3CCN(CC3)C)NC4=NC=CC(=N4)C5=CN=CC=C5. Cell line: UO-31. Synergy scores: CSS=1.36, Synergy_ZIP=-0.0304, Synergy_Bliss=-0.998, Synergy_Loewe=0.370, Synergy_HSA=-0.775. (8) Drug 1: CC1CCC2CC(C(=CC=CC=CC(CC(C(=O)C(C(C(=CC(C(=O)CC(OC(=O)C3CCCCN3C(=O)C(=O)C1(O2)O)C(C)CC4CCC(C(C4)OC)O)C)C)O)OC)C)C)C)OC. Drug 2: CCN(CC)CCCC(C)NC1=C2C=C(C=CC2=NC3=C1C=CC(=C3)Cl)OC. Cell line: A498. Synergy scores: CSS=20.6, Synergy_ZIP=-9.15, Synergy_Bliss=-3.24, Synergy_Loewe=-8.21, Synergy_HSA=-3.47.